Dataset: Full USPTO retrosynthesis dataset with 1.9M reactions from patents (1976-2016). Task: Predict the reactants needed to synthesize the given product. (1) Given the product [C:29]([C:28]1[CH:31]=[CH:32][C:25]([N:22]2[C:1](=[O:38])[C:3]3([CH2:6][CH2:5][CH2:4]3)[N:7]([C:8]3[CH:13]=[CH:12][C:11]([CH2:14][CH2:15][CH2:16][C:17]([NH:19][CH3:20])=[O:18])=[C:10]([F:21])[CH:9]=3)[C:23]2=[S:24])=[CH:26][C:27]=1[C:33]([F:34])([F:36])[F:35])#[N:30], predict the reactants needed to synthesize it. The reactants are: [C:1]([C:3]1([NH:7][C:8]2[CH:13]=[CH:12][C:11]([CH2:14][CH2:15][CH2:16][C:17]([NH:19][CH3:20])=[O:18])=[C:10]([F:21])[CH:9]=2)[CH2:6][CH2:5][CH2:4]1)#N.[N:22]([C:25]1[CH:32]=[CH:31][C:28]([C:29]#[N:30])=[C:27]([C:33]([F:36])([F:35])[F:34])[CH:26]=1)=[C:23]=[S:24].C[OH:38].Cl. (2) Given the product [CH2:19]([O:1][C:2]1[CH:3]=[CH:4][C:5]2[S:10][C:9]([C:11]3[CH:16]=[CH:15][CH:14]=[CH:13][N:12]=3)=[N:8][C:7](=[O:17])[C:6]=2[CH:18]=1)[CH:20]([CH3:22])[CH3:21], predict the reactants needed to synthesize it. The reactants are: [OH:1][C:2]1[CH:3]=[CH:4][C:5]2[S:10][C:9]([C:11]3[CH:16]=[CH:15][CH:14]=[CH:13][N:12]=3)=[N:8][C:7](=[O:17])[C:6]=2[CH:18]=1.[CH2:19](Br)[CH:20]([CH3:22])[CH3:21].C(=O)([O-])[O-].[K+].[K+].CN(C=O)C. (3) The reactants are: [CH3:1][O:2][C:3]1[CH:8]=[CH:7][C:6]([C:9]([F:12])([F:11])[F:10])=[CH:5][C:4]=1[N+:13]([O-])=O. Given the product [CH3:1][O:2][C:3]1[CH:8]=[CH:7][C:6]([C:9]([F:10])([F:11])[F:12])=[CH:5][C:4]=1[NH2:13], predict the reactants needed to synthesize it. (4) Given the product [CH3:32][O:33][C:34]1[CH:39]=[CH:38][C:37]([CH2:40][C:41]([NH:12][C:11]2[CH:10]=[CH:9][S:8][C:7]=2[C:5]2[N:6]=[C:2]([CH3:1])[N:3]([C:13]([C:14]3[CH:19]=[CH:18][CH:17]=[CH:16][CH:15]=3)([C:26]3[CH:31]=[CH:30][CH:29]=[CH:28][CH:27]=3)[C:20]3[CH:21]=[CH:22][CH:23]=[CH:24][CH:25]=3)[CH:4]=2)=[O:42])=[CH:36][CH:35]=1, predict the reactants needed to synthesize it. The reactants are: [CH3:1][C:2]1[N:3]([C:13]([C:26]2[CH:31]=[CH:30][CH:29]=[CH:28][CH:27]=2)([C:20]2[CH:25]=[CH:24][CH:23]=[CH:22][CH:21]=2)[C:14]2[CH:19]=[CH:18][CH:17]=[CH:16][CH:15]=2)[CH:4]=[C:5]([C:7]2[S:8][CH:9]=[CH:10][C:11]=2[NH2:12])[N:6]=1.[CH3:32][O:33][C:34]1[CH:39]=[CH:38][C:37]([CH2:40][C:41](O)=[O:42])=[CH:36][CH:35]=1. (5) Given the product [NH2:12][C:13]1[C:14]2[C:21]([C:22]([C:24]3[CH:29]=[C:28]([NH:30][S:8]([C:3]4[CH:4]=[CH:5][CH:6]=[CH:7][C:2]=4[Cl:1])(=[O:10])=[O:9])[CH:27]=[N:26][CH:25]=3)=[O:23])=[CH:20][N:19]([CH:31]([CH3:33])[CH3:32])[C:15]=2[N:16]=[CH:17][N:18]=1, predict the reactants needed to synthesize it. The reactants are: [Cl:1][C:2]1[CH:7]=[CH:6][CH:5]=[CH:4][C:3]=1[S:8](Cl)(=[O:10])=[O:9].[NH2:12][C:13]1[C:14]2[C:21]([C:22]([C:24]3[CH:25]=[N:26][CH:27]=[C:28]([NH2:30])[CH:29]=3)=[O:23])=[CH:20][N:19]([CH:31]([CH3:33])[CH3:32])[C:15]=2[N:16]=[CH:17][N:18]=1.NC1C2C(C(C3C=C(NS(C4C=C(F)C=C(F)C=4)(=O)=O)C=NC=3)=O)=CN(C(C)C)C=2N=CN=1. (6) Given the product [Cl:10][C:11]1[CH:16]=[CH:15][C:14]([Cl:17])=[CH:13][C:12]=1[CH2:18][N:3]1[C:4]([C:6]([O:8][CH3:9])=[O:7])=[CH:5][N:1]=[CH:2]1, predict the reactants needed to synthesize it. The reactants are: [NH:1]1[CH:5]=[C:4]([C:6]([O:8][CH3:9])=[O:7])[N:3]=[CH:2]1.[Cl:10][C:11]1[CH:16]=[CH:15][C:14]([Cl:17])=[CH:13][C:12]=1[CH2:18]O.C1(P(C2C=CC=CC=2)C2C=CC=CC=2)C=CC=CC=1.CC(OC(/N=N/C(OC(C)C)=O)=O)C. (7) Given the product [F:1][C:2]1[CH:3]=[C:4]([C:9]2[CH:18]=[CH:17][C:16]3[C:11](=[CH:12][CH:13]=[C:14]([CH2:19][CH2:20][CH3:21])[CH:15]=3)[CH:10]=2)[CH:5]=[CH:6][C:7]=1[F:8], predict the reactants needed to synthesize it. The reactants are: [F:1][C:2]1[CH:3]=[C:4]([C:9]2[CH:18]=[CH:17][C:16]3[C:11](=[CH:12][CH:13]=[C:14]([C:19]#[C:20][CH3:21])[CH:15]=3)[CH:10]=2)[CH:5]=[CH:6][C:7]=1[F:8].[H][H].